From a dataset of Catalyst prediction with 721,799 reactions and 888 catalyst types from USPTO. Predict which catalyst facilitates the given reaction. (1) Reactant: [N+:1]([C:4]1[CH:5]=[C:6]([C:12]2[O:13][C:14]3[CH:20]=[CH:19][C:18]([C:21]4[CH:26]=[CH:25][CH:24]=[CH:23][CH:22]=4)=[CH:17][C:15]=3[N:16]=2)[C:7]([O:10][CH3:11])=[CH:8][CH:9]=1)([O-])=O. Product: [NH2:1][C:4]1[CH:5]=[C:6]([C:12]2[O:13][C:14]3[CH:20]=[CH:19][C:18]([C:21]4[CH:22]=[CH:23][CH:24]=[CH:25][CH:26]=4)=[CH:17][C:15]=3[N:16]=2)[C:7]([O:10][CH3:11])=[CH:8][CH:9]=1. The catalyst class is: 45. (2) Reactant: [NH2:1][C:2]1[CH:10]=[CH:9][C:8]([O:11][CH3:12])=[CH:7][C:3]=1[C:4]([OH:6])=O.[NH2:13][C:14](N)=[O:15]. Product: [CH3:12][O:11][C:8]1[CH:7]=[C:3]2[C:2](=[CH:10][CH:9]=1)[N:1]=[C:14]([OH:15])[N:13]=[C:4]2[OH:6]. The catalyst class is: 6. (3) Reactant: [Cl-].[Al+3].[Cl-].[Cl-].[CH2:5]([N:7]1[C:19]2[CH:18]=[C:17]3[C:20]([CH2:33][CH2:34][CH2:35][CH2:36][CH2:37][CH3:38])([CH2:27][CH2:28][CH2:29][CH2:30][CH2:31][CH3:32])[C:21]4[C:26]([C:16]3=[CH:15][C:14]=2[C:13]2[C:8]1=[CH:9][CH:10]=[CH:11][CH:12]=2)=[CH:25][CH:24]=[CH:23][CH:22]=4)[CH3:6].[C:39](Cl)(=[O:41])[CH3:40]. Product: [C:39]([C:11]1[CH:12]=[C:13]2[C:8](=[CH:9][CH:10]=1)[N:7]([CH2:5][CH3:6])[C:19]1[CH:18]=[C:17]3[C:20]([CH2:27][CH2:28][CH2:29][CH2:30][CH2:31][CH3:32])([CH2:33][CH2:34][CH2:35][CH2:36][CH2:37][CH3:38])[C:21]4[C:26]([C:16]3=[CH:15][C:14]2=1)=[CH:25][CH:24]=[CH:23][CH:22]=4)(=[O:41])[CH3:40]. The catalyst class is: 4. (4) Reactant: [Cl:1][C:2]1[CH:30]=[CH:29][C:5]([C:6]([N:8]2[CH2:13][CH2:12][N:11]([CH:14]3[CH:18]([OH:19])[CH2:17][N:16]([C:20]([C:22]4[CH:27]=[CH:26][C:25]([Cl:28])=[CH:24][CH:23]=4)=[O:21])[CH2:15]3)[CH2:10][CH2:9]2)=[O:7])=[CH:4][CH:3]=1.[H-].[Na+].[CH3:33]I. Product: [Cl:1][C:2]1[CH:3]=[CH:4][C:5]([C:6]([N:8]2[CH2:9][CH2:10][N:11]([CH:14]3[CH:18]([O:19][CH3:33])[CH2:17][N:16]([C:20]([C:22]4[CH:27]=[CH:26][C:25]([Cl:28])=[CH:24][CH:23]=4)=[O:21])[CH2:15]3)[CH2:12][CH2:13]2)=[O:7])=[CH:29][CH:30]=1. The catalyst class is: 37. (5) Reactant: [F:1][C:2]1([F:13])[CH2:7][CH2:6][CH:5]([C:8](OCC)=[O:9])[CH2:4][CH2:3]1.[H-].[Al+3].[Li+].[H-].[H-].[H-].O.[O-]S([O-])(=O)=O.[Na+].[Na+]. Product: [F:1][C:2]1([F:13])[CH2:7][CH2:6][CH:5]([CH2:8][OH:9])[CH2:4][CH2:3]1. The catalyst class is: 27. (6) Reactant: [F:1][C:2]([F:19])([O:6][C:7]1[CH:12]=[CH:11][C:10]([N:13]2[CH2:18][CH2:17][NH:16][CH2:15][CH2:14]2)=[CH:9][CH:8]=1)[CH:3]([F:5])[F:4].C(N(CC)CC)C.[CH:27]([S:35](Cl)(=[O:37])=[O:36])=[CH:28][C:29]1[CH:34]=[CH:33][CH:32]=[CH:31][CH:30]=1. Product: [C:29]1([CH:28]=[CH:27][S:35]([N:16]2[CH2:17][CH2:18][N:13]([C:10]3[CH:11]=[CH:12][C:7]([O:6][C:2]([F:1])([F:19])[CH:3]([F:4])[F:5])=[CH:8][CH:9]=3)[CH2:14][CH2:15]2)(=[O:37])=[O:36])[CH:34]=[CH:33][CH:32]=[CH:31][CH:30]=1. The catalyst class is: 2. (7) Reactant: [CH3:1][C:2]1([CH3:9])[O:6][C@H:5]([CH2:7][OH:8])[CH2:4][O:3]1.C(N(CC)CC)C.[CH3:17][S:18](Cl)(=[O:20])=[O:19]. Product: [CH3:17][S:18]([O:8][CH2:7][C@@H:5]1[CH2:4][O:3][C:2]([CH3:9])([CH3:1])[O:6]1)(=[O:20])=[O:19]. The catalyst class is: 1. (8) Reactant: [F:1][C:2]1[CH:11]=[C:10]([O:12]COC)[CH:9]=[C:8]2[C:3]=1[CH:4]=[C:5]([CH:16]=[O:17])[CH2:6][O:7]2.Cl. Product: [F:1][C:2]1[CH:11]=[C:10]([OH:12])[CH:9]=[C:8]2[C:3]=1[CH:4]=[C:5]([CH:16]=[O:17])[CH2:6][O:7]2. The catalyst class is: 21. (9) Reactant: [C:1]([NH:4][C:5]1[S:6][C:7]([CH2:15][C:16]2[CH:21]=[CH:20][CH:19]=[C:18]([S:22][CH3:23])[CH:17]=2)=[C:8]([C:10](OCC)=[O:11])[N:9]=1)(=[O:3])[CH3:2].[BH4-].[Li+].[O-]S([O-])(=O)=O.[Na+].[Na+]. Product: [OH:11][CH2:10][C:8]1[N:9]=[C:5]([NH:4][C:1](=[O:3])[CH3:2])[S:6][C:7]=1[CH2:15][C:16]1[CH:21]=[CH:20][CH:19]=[C:18]([S:22][CH3:23])[CH:17]=1. The catalyst class is: 1.